Dataset: Human Reference Interactome with 51,813 positive PPI pairs across 8,248 proteins, plus equal number of experimentally-validated negative pairs. Task: Binary Classification. Given two protein amino acid sequences, predict whether they physically interact or not. (1) Protein 1 (ENSG00000144021) has sequence MKDSLVLLGRVPAHPDSRCWFLAWNPAGTLLASCGGDRRIRIWGTEGDSWICKSVLSEGHQRTVRKVAWSPCGNYLASASFDATTCIWKKNQDDFECVTTLEGHENEVKSVAWAPSGNLLATCSRDKSVWVWEVDEEDEYECVSVLNSHTQDVKHVVWHPSQELLASASYDDTVKLYREEEDDWVCCATLEGHESTVWSLAFDPSGQRLASCSDDRTVRIWRQYLPGNEQGVACSGSDPSWKCICTLSGFHSRTIYDIAWCQLTGALATACGDDAIRVFQEDPNSDPQQPTFSLTAHLHQ.... Protein 2 (ENSG00000005436) has sequence MAHRPKRTFRQRAADSSDSDGAEESPAEPGAPRELPVPGSAEEEPPSGGGRAQVAGLPHRVRGPRGRGRVWASSRRATKAAPRADEGSESRTLDVSTDEEDKIHHSSESKDDQGLSSDSSSSLGEKELSSTVKIPDAAFIQAARRKRELARAQDDYISLDVQHTSSISGMKRESEDDPESEPDDHEKRIPFTLRPQTLRQRMAEESISRNEETSEESQEDEKQDTWEQQQMRKAVKIIEERDIDLSCGNGSSKVKKFDTSISFPPVNLEIIKKQLNTRLTLLQETHRSHLREYEKYVQDV.... Result: 0 (the proteins do not interact). (2) Protein 1 (ENSG00000127529) has sequence MERGNQTEVGNFLLLGFAEDSDMQLLLHGLFLSMYLVTIIGNLLIILTISSDSHLHTPMYFFLSNLSFADICFTSTTVPKMLVNIQTQSKMITFAGCLTQIFFFIAFGCLDNLLLTMTAYDRFVAICYPLHYTVIMNPRLCGLLVLGSWCISVMGSLLETLTILRLSFCTNMEIPHFFCDPSEVLKLACSDTFINNIVMYFVTIVLGVFPLCGILFSYSQIFSSVLRVSARGQHKAFSTCGSHLSVVSLFYGTGLGVYLSSAVTPPSRTSLAASVMYTMVTPMLNPFIYSLRNKDMKGSL.... Protein 2 (ENSG00000178928) has sequence MLSLREQQLQVWFKNRRAKLARERRLQQQPQRVPGQRGRGARAAPLVPAASASAPQRGPSGILPAAEPTICSLHQAWGGPGCRAQKGIPAALSPGPGPIPAPIPGPAQIPGPLPGSIPGPIPGPAQIPSPIPAPIPGPISGPVQIPGPFRGPIPGPISGPAPIPGPISGPFSGPNPGPIPGPNPGPIPGPISGPIPGPISVPIPGPIPGPISGPISGPNPGPIPGPIPGPISGPNPGPIPGPISGPNPGLIPGPIPGPISGPGPIIGPIPSPAQIPGPGRLQGPGPILSPGRMRSPGSLP.... Result: 0 (the proteins do not interact).